From a dataset of Full USPTO retrosynthesis dataset with 1.9M reactions from patents (1976-2016). Predict the reactants needed to synthesize the given product. (1) Given the product [C:23]1([CH2:3][CH2:2][CH2:1][N:4]([CH2:17][C:18]([F:19])([F:20])[F:21])[C:5]2[CH:12]=[CH:11][C:8]([C:9]#[N:10])=[C:7]([C:13]([F:14])([F:15])[F:16])[CH:6]=2)[CH:28]=[CH:27][CH:26]=[CH:25][CH:24]=1, predict the reactants needed to synthesize it. The reactants are: [CH2:1]([N:4]([CH2:17][C:18]([F:21])([F:20])[F:19])[C:5]1[CH:12]=[CH:11][C:8]([C:9]#[N:10])=[C:7]([C:13]([F:16])([F:15])[F:14])[CH:6]=1)[CH:2]=[CH2:3].Br[C:23]1[CH:28]=[CH:27][CH:26]=[CH:25][CH:24]=1. (2) Given the product [Br:29][C:10]1[S:11][CH:12]=[CH:13][C:9]=1[CH2:8][CH:7]([CH2:1][CH2:2][CH2:3][CH2:4][CH2:5][CH3:6])[CH2:14][CH2:15][CH2:16][CH2:17][CH2:18][CH2:19][CH2:20][CH3:21], predict the reactants needed to synthesize it. The reactants are: [CH2:1]([CH:7]([CH2:14][CH2:15][CH2:16][CH2:17][CH2:18][CH2:19][CH2:20][CH3:21])[CH2:8][C:9]1[CH:13]=[CH:12][S:11][CH:10]=1)[CH2:2][CH2:3][CH2:4][CH2:5][CH3:6].C1C(=O)N([Br:29])C(=O)C1.C(=O)([O-])O.[Na+]. (3) Given the product [C:45]([C:25]1[CH:26]=[C:27]([NH:28][C:29]([NH:31][C:32]2[CH:33]=[CH:34][C:35]([O:38][C:39]3[CH:40]=[N:41][CH:42]=[CH:43][CH:44]=3)=[CH:36][CH:37]=2)=[O:30])[N:23]([C:20]2[CH:21]=[CH:22][C:17]([O:16][CH2:15][CH2:14][CH:11]3[CH2:12][CH2:13][NH:8][CH2:9][CH2:10]3)=[CH:18][CH:19]=2)[N:24]=1)([CH3:48])([CH3:46])[CH3:47], predict the reactants needed to synthesize it. The reactants are: C(OC([N:8]1[CH2:13][CH2:12][CH:11]([CH2:14][CH2:15][O:16][C:17]2[CH:22]=[CH:21][C:20]([N:23]3[C:27]([NH:28][C:29]([NH:31][C:32]4[CH:37]=[CH:36][C:35]([O:38][C:39]5[CH:40]=[N:41][CH:42]=[CH:43][CH:44]=5)=[CH:34][CH:33]=4)=[O:30])=[CH:26][C:25]([C:45]([CH3:48])([CH3:47])[CH3:46])=[N:24]3)=[CH:19][CH:18]=2)[CH2:10][CH2:9]1)=O)(C)(C)C.FC(F)(F)C(O)=O. (4) Given the product [CH3:15][S:16]([O:7][CH2:6][C:3]1([C:1]#[CH:2])[CH2:5][CH2:4]1)(=[O:18])=[O:17], predict the reactants needed to synthesize it. The reactants are: [C:1]([C:3]1([CH2:6][OH:7])[CH2:5][CH2:4]1)#[CH:2].C(N(CC)CC)C.[CH3:15][S:16](Cl)(=[O:18])=[O:17].C(=O)(O)[O-].[Na+]. (5) Given the product [NH2:10][C:8]1[CH:7]=[CH:6][C:5]2[S:13][CH2:14][C:15](=[O:17])[NH:1][C:4]=2[CH:9]=1, predict the reactants needed to synthesize it. The reactants are: [N+:1]([C:4]1[CH:9]=[C:8]([N+:10]([O-])=O)[CH:7]=[CH:6][C:5]=1[S:13][CH2:14][C:15]([OH:17])=O)([O-])=O.[Sn]. (6) Given the product [CH:1]([NH:4][C:5]([C:7]1[N:8]([CH3:34])[C:9]([CH2:22][NH:23][S:24]([C:27]2[CH:28]=[C:29]([CH3:33])[CH:30]=[CH:31][CH:32]=2)(=[O:26])=[O:25])=[CH:10][C:11](=[O:21])[C:12]=1[OH:13])=[O:6])([CH3:3])[CH3:2], predict the reactants needed to synthesize it. The reactants are: [CH:1]([NH:4][C:5]([C:7]1[N:8]([CH3:34])[C:9]([CH2:22][NH:23][S:24]([C:27]2[CH:28]=[C:29]([CH3:33])[CH:30]=[CH:31][CH:32]=2)(=[O:26])=[O:25])=[CH:10][C:11](=[O:21])[C:12]=1[O:13]CC1C=CC=CC=1)=[O:6])([CH3:3])[CH3:2].C1(S(C(N)C2N(C)C(C(O)=O)=C(O)C(=O)C=2)(=O)=O)C=CC=CC=1. (7) Given the product [NH2:34][CH:4]1[CH2:3][CH:2]([OH:1])[CH2:6][CH:5]1[CH2:7][CH2:8][C@@H:9]1[N:14]([S:15]([C:18]2[CH:23]=[CH:22][CH:21]=[CH:20][CH:19]=2)(=[O:17])=[O:16])[CH2:13][CH2:12][N:11]([C:24]([O:26][CH2:27][C:28]2[CH:29]=[CH:30][CH:31]=[CH:32][CH:33]=2)=[O:25])[CH2:10]1, predict the reactants needed to synthesize it. The reactants are: [OH:1][CH:2]1[CH2:6][CH:5]([CH2:7][CH2:8][C@@H:9]2[N:14]([S:15]([C:18]3[CH:23]=[CH:22][CH:21]=[CH:20][CH:19]=3)(=[O:17])=[O:16])[CH2:13][CH2:12][N:11]([C:24]([O:26][CH2:27][C:28]3[CH:33]=[CH:32][CH:31]=[CH:30][CH:29]=3)=[O:25])[CH2:10]2)[CH:4]([NH:34]C(OCC[Si](C)(C)C)=O)[CH2:3]1.CCCC[N+](CCCC)(CCCC)CCCC.[F-].